From a dataset of Forward reaction prediction with 1.9M reactions from USPTO patents (1976-2016). Predict the product of the given reaction. (1) Given the reactants [NH2:1][NH:2][C:3]([C:5]1[N:10]=[CH:9][CH:8]=[CH:7][N:6]=1)=[NH:4].[Br:11][C:12]1[CH:13]=[CH:14][C:15]([OH:20])=[C:16]([CH:19]=1)[CH:17]=O, predict the reaction product. The product is: [Br:11][C:12]1[CH:13]=[CH:14][C:15]([OH:20])=[C:16]([C:17]2[NH:1][N:2]=[C:3]([C:5]3[N:10]=[CH:9][CH:8]=[CH:7][N:6]=3)[N:4]=2)[CH:19]=1. (2) Given the reactants [C:1]([O:5][C:6]([NH:8][CH2:9][C:10]1[CH:11]=[C:12]([C:17]2[S:18][C:19](Cl)=[C:20]([C:22]([NH:24][C:25]3[CH:30]=[CH:29][CH:28]=[CH:27][C:26]=3[CH2:31][C:32]([O:34][C:35]([CH3:38])([CH3:37])[CH3:36])=[O:33])=[O:23])[N:21]=2)[CH:13]=[C:14]([F:16])[CH:15]=1)=[O:7])([CH3:4])([CH3:3])[CH3:2].CN.C[CH2:43][N:44](C(C)C)C(C)C.CS(C)=O, predict the reaction product. The product is: [C:1]([O:5][C:6]([NH:8][CH2:9][C:10]1[CH:11]=[C:12]([C:17]2[S:18][C:19]([NH:44][CH3:43])=[C:20]([C:22]([NH:24][C:25]3[CH:30]=[CH:29][CH:28]=[CH:27][C:26]=3[CH2:31][C:32]([O:34][C:35]([CH3:38])([CH3:37])[CH3:36])=[O:33])=[O:23])[N:21]=2)[CH:13]=[C:14]([F:16])[CH:15]=1)=[O:7])([CH3:4])([CH3:3])[CH3:2]. (3) Given the reactants [OH-].[Li+].[CH3:3][N:4]1[CH2:9][CH2:8][N:7]([CH2:10][C:11]2[CH:20]=[CH:19][C:14]([C:15]([O:17]C)=[O:16])=[CH:13][CH:12]=2)[CH2:6][CH2:5]1, predict the reaction product. The product is: [CH3:3][N:4]1[CH2:5][CH2:6][N:7]([CH2:10][C:11]2[CH:20]=[CH:19][C:14]([C:15]([OH:17])=[O:16])=[CH:13][CH:12]=2)[CH2:8][CH2:9]1. (4) Given the reactants [OH:1][C@H:2]([CH3:47])[C@H:3]([NH:16][C:17]([C:19]1[NH:20][C:21]([C:24]2[CH:29]=[C:28]([O:30][Si:31]([CH:38]([CH3:40])[CH3:39])([CH:35]([CH3:37])[CH3:36])[CH:32]([CH3:34])[CH3:33])[CH:27]=[C:26]([O:41][C@@H:42]([CH3:46])[CH2:43][O:44][CH3:45])[CH:25]=2)=[CH:22][CH:23]=1)=O)[CH2:4][O:5][Si:6]([CH:13]([CH3:15])[CH3:14])([CH:10]([CH3:12])[CH3:11])[CH:7]([CH3:9])[CH3:8].CS(O)(=O)=O.C(N(CC)CC)C.[Cl-].[NH4+], predict the reaction product. The product is: [CH3:45][O:44][CH2:43][C@@H:42]([O:41][C:26]1[CH:25]=[C:24]([C:21]2[NH:20][C:19]([C:17]3[O:1][C@@H:2]([CH3:47])[C@@H:3]([CH2:4][O:5][Si:6]([CH:13]([CH3:15])[CH3:14])([CH:7]([CH3:9])[CH3:8])[CH:10]([CH3:11])[CH3:12])[N:16]=3)=[CH:23][CH:22]=2)[CH:29]=[C:28]([O:30][Si:31]([CH:32]([CH3:34])[CH3:33])([CH:35]([CH3:36])[CH3:37])[CH:38]([CH3:40])[CH3:39])[CH:27]=1)[CH3:46]. (5) Given the reactants [CH3:1][O:2][C:3]1[CH:12]=[C:11]2[C:6]([CH2:7][CH2:8][CH2:9][C:10]2([CH3:14])[CH3:13])=[CH:5][C:4]=1[CH3:15].C(O)(=[O:18])C, predict the reaction product. The product is: [CH3:1][O:2][C:3]1[CH:12]=[C:11]2[C:6](=[CH:5][C:4]=1[CH3:15])[C:7](=[O:18])[CH2:8][CH2:9][C:10]2([CH3:13])[CH3:14]. (6) Given the reactants [Si]([O:8][C@@H:9]1[C@@:36]2([CH3:37])[C:13](=[CH:14][CH:15]=[C:16]3[C@@H:35]2[CH2:34][CH2:33][C@@:32]2([CH3:38])[C@H:17]3[CH2:18][CH:19]=[C:20]2[C@@H:21]([S:23][CH2:24][CH2:25][CH2:26][CH2:27][C:28]([OH:31])([CH3:30])[CH3:29])[CH3:22])[CH2:12][C@@H:11]([OH:39])[CH2:10]1)(C(C)(C)C)(C)C.[F-].C([N+](CCCC)(CCCC)CCCC)CCC, predict the reaction product. The product is: [OH:8][C@@H:9]1[C@@:36]2([CH3:37])[C:13](=[CH:14][CH:15]=[C:16]3[C@@H:35]2[CH2:34][CH2:33][C@@:32]2([CH3:38])[C@H:17]3[CH2:18][CH:19]=[C:20]2[C@@H:21]([S:23][CH2:24][CH2:25][CH2:26][CH2:27][C:28]([OH:31])([CH3:30])[CH3:29])[CH3:22])[CH2:12][C@@H:11]([OH:39])[CH2:10]1. (7) Given the reactants P(Cl)(Cl)(Cl)=O.[C:6]1([C:12]2[O:13][C:14]3[CH:24]=[CH:23][CH:22]=[CH:21][C:15]=3[O:16][C:17]=2[C:18]([NH2:20])=O)[CH:11]=[CH:10][CH:9]=[CH:8][CH:7]=1.C(=O)([O-])O.[Na+], predict the reaction product. The product is: [C:6]1([C:12]2[O:13][C:14]3[CH:24]=[CH:23][CH:22]=[CH:21][C:15]=3[O:16][C:17]=2[C:18]#[N:20])[CH:7]=[CH:8][CH:9]=[CH:10][CH:11]=1. (8) Given the reactants [NH2:1][C:2]1[S:3][C:4]([C:11]2[CH:16]=[CH:15][CH:14]=[CH:13][CH:12]=2)=[CH:5][C:6]=1[C:7]([O:9][CH3:10])=[O:8].[C:17]([OH:21])([CH3:20])([CH3:19])[CH3:18].[O:22]1CCC[CH2:23]1, predict the reaction product. The product is: [C:17]([O:21][C:23]([NH:1][C:2]1[S:3][C:4]([C:11]2[CH:16]=[CH:15][CH:14]=[CH:13][CH:12]=2)=[CH:5][C:6]=1[C:7]([O:9][CH3:10])=[O:8])=[O:22])([CH3:20])([CH3:19])[CH3:18]. (9) Given the reactants [NH2:1][C:2]1[S:3][C:4]([C:8](=[O:10])[CH3:9])=[C:5]([CH3:7])[N:6]=1.C1N=C[N:13]([C:16](N2C=NC=C2)=[O:17])C=1.N, predict the reaction product. The product is: [C:8]([C:4]1[S:3][C:2]([NH:1][C:16]([NH2:13])=[O:17])=[N:6][C:5]=1[CH3:7])(=[O:10])[CH3:9].